Dataset: NCI-60 drug combinations with 297,098 pairs across 59 cell lines. Task: Regression. Given two drug SMILES strings and cell line genomic features, predict the synergy score measuring deviation from expected non-interaction effect. Drug 1: CN1CCC(CC1)COC2=C(C=C3C(=C2)N=CN=C3NC4=C(C=C(C=C4)Br)F)OC. Drug 2: COC1=C(C=C2C(=C1)N=CN=C2NC3=CC(=C(C=C3)F)Cl)OCCCN4CCOCC4. Cell line: HT29. Synergy scores: CSS=49.2, Synergy_ZIP=7.10, Synergy_Bliss=10.7, Synergy_Loewe=10.2, Synergy_HSA=10.0.